Dataset: Reaction yield outcomes from USPTO patents with 853,638 reactions. Task: Predict the reaction yield, written as a fraction of the theoretical maximum amount of product (1.0 means a 100% yield; for example, 0.34 means a 34% yield). (1) The reactants are [Br:1][C:2]1[C:7]([I:8])=[CH:6][CH:5]=[CH:4][C:3]=1[OH:9].CN(C=O)C.C([O-])([O-])=O.[K+].[K+].Br[CH:22]1[CH2:27][CH2:26][CH2:25][CH2:24][CH2:23]1. The catalyst is O. The product is [Br:1][C:2]1[C:7]([I:8])=[CH:6][CH:5]=[CH:4][C:3]=1[O:9][CH:22]1[CH2:27][CH2:26][CH2:25][CH2:24][CH2:23]1. The yield is 0.450. (2) The reactants are [CH:1]1([CH2:4][NH2:5])[CH2:3][CH2:2]1.C(N(CC)CC)C.[Br:13][C:14]1[CH:22]=[CH:21][C:17]([C:18](Cl)=[O:19])=[CH:16][CH:15]=1. The catalyst is C1COCC1. The product is [Br:13][C:14]1[CH:22]=[CH:21][C:17]([C:18]([NH:5][CH2:4][CH:1]2[CH2:3][CH2:2]2)=[O:19])=[CH:16][CH:15]=1. The yield is 0.740. (3) The reactants are [CH3:1][O:2][C:3]([C:5]1([C:8]2[CH:13]=[CH:12][C:11](B3OC(C)(C)C(C)(C)O3)=[CH:10][CH:9]=2)[CH2:7][CH2:6]1)=[O:4].[C:23]1([C@H:29]([O:31][C:32](=[O:47])[NH:33][C:34]2[N:35]([C:40]3[CH:45]=[CH:44][C:43](Br)=[CH:42][CH:41]=3)[N:36]=[N:37][C:38]=2[CH3:39])[CH3:30])[CH:28]=[CH:27][CH:26]=[CH:25][CH:24]=1.C1(C)C=CC=CC=1.P([O-])([O-])([O-])=O.[K+].[K+].[K+]. The catalyst is O.C([O-])(=O)C.[Pd+2].C([O-])(=O)C. The product is [CH3:1][O:2][C:3]([C:5]1([C:8]2[CH:9]=[CH:10][C:11]([C:43]3[CH:42]=[CH:41][C:40]([N:35]4[C:34]([NH:33][C:32]([O:31][C@@H:29]([C:23]5[CH:28]=[CH:27][CH:26]=[CH:25][CH:24]=5)[CH3:30])=[O:47])=[C:38]([CH3:39])[N:37]=[N:36]4)=[CH:45][CH:44]=3)=[CH:12][CH:13]=2)[CH2:6][CH2:7]1)=[O:4]. The yield is 0.714. (4) The reactants are [C:1]([C:5]1[CH:9]=[C:8]([CH2:10][NH2:11])[N:7]([C:12]2[CH:17]=[CH:16][CH:15]=[C:14]([Cl:18])[CH:13]=2)[N:6]=1)([CH3:4])([CH3:3])[CH3:2].[F:19][C:20]1[CH:21]=[C:22]([NH:29][C:30](=O)[O:31]C2C=CC=CC=2)[CH:23]=[CH:24][C:25]=1[CH2:26][CH2:27][OH:28]. The catalyst is CC#N. The product is [C:1]([C:5]1[CH:9]=[C:8]([CH2:10][NH:11][C:30]([NH:29][C:22]2[CH:23]=[CH:24][C:25]([CH2:26][CH2:27][OH:28])=[C:20]([F:19])[CH:21]=2)=[O:31])[N:7]([C:12]2[CH:17]=[CH:16][CH:15]=[C:14]([Cl:18])[CH:13]=2)[N:6]=1)([CH3:4])([CH3:2])[CH3:3]. The yield is 0.920. (5) The reactants are [F:1][C:2]1[CH:3]=[C:4]([CH2:8][CH2:9][CH2:10][NH2:11])[CH:5]=[CH:6][CH:7]=1.C[O:13][C:14](=O)[C:15]1[CH:20]=[CH:19][CH:18]=[CH:17][C:16]=1[CH2:21]Br.C([O-])([O-])=O.[K+].[K+].C(OCC)(=O)C. The catalyst is C1(C)C=CC=CC=1. The product is [F:1][C:2]1[CH:3]=[C:4]([CH2:8][CH2:9][CH2:10][N:11]2[CH2:21][C:16]3[C:15](=[CH:20][CH:19]=[CH:18][CH:17]=3)[C:14]2=[O:13])[CH:5]=[CH:6][CH:7]=1. The yield is 0.730.